Predict which catalyst facilitates the given reaction. From a dataset of Catalyst prediction with 721,799 reactions and 888 catalyst types from USPTO. (1) Reactant: [CH2:1]([OH:5])[CH:2](O)[CH3:3].S(=O)(=O)(O)O.[CH3:11][C:12]([C:14]1(C=O)[CH2:16][CH2:15]1)=[O:13].[Na].[C:20](=O)([O-])[OH:21].[Na+]. Product: [CH:14]1([C:12](=[O:13])[CH2:11][CH:20]2[O:5][CH2:1][CH2:2][CH2:3][O:21]2)[CH2:15][CH2:16]1. The catalyst class is: 5. (2) Reactant: [NH2:1][C:2]1[CH:3]=[C:4]([C:10]2[C:18]3[C:17]([NH:19][C@H:20]([C:22]4[N:27]([C:28]5[CH:33]=[CH:32][CH:31]=[CH:30][CH:29]=5)[C:26](=[O:34])[C:25]5=[C:35]([CH3:38])[CH:36]=[CH:37][N:24]5[N:23]=4)[CH3:21])=[N:16][CH:15]=[N:14][C:13]=3[N:12]([CH2:39][O:40][CH2:41][CH2:42][Si:43]([CH3:46])([CH3:45])[CH3:44])[CH:11]=2)[CH:5]=[C:6]([O:8][CH3:9])[CH:7]=1.[CH3:47][N:48]([CH3:53])[S:49](Cl)(=[O:51])=[O:50]. Product: [CH3:9][O:8][C:6]1[CH:7]=[C:2]([NH:1][S:49]([N:48]([CH3:53])[CH3:47])(=[O:51])=[O:50])[CH:3]=[C:4]([C:10]2[C:18]3[C:17]([NH:19][C@H:20]([C:22]4[N:27]([C:28]5[CH:33]=[CH:32][CH:31]=[CH:30][CH:29]=5)[C:26](=[O:34])[C:25]5=[C:35]([CH3:38])[CH:36]=[CH:37][N:24]5[N:23]=4)[CH3:21])=[N:16][CH:15]=[N:14][C:13]=3[N:12]([CH2:39][O:40][CH2:41][CH2:42][Si:43]([CH3:46])([CH3:45])[CH3:44])[CH:11]=2)[CH:5]=1. The catalyst class is: 17. (3) Reactant: C1C=CC(P(C2C=CC=CC=2)C2C=CC=CC=2)=CC=1.[Cl:20][C:21]1[CH:22]=[CH:23][C:24]([OH:27])=[N:25][CH:26]=1.C1C=CC(COC(/N=N/C(OCC2C=CC=CC=2)=O)=O)=CC=1.[CH2:50]([N:57]1[CH2:61][C@H:60]([C:62]2[CH:67]=[CH:66][C:65]([F:68])=[CH:64][CH:63]=2)[C@@H:59]([C@H:69](O)[CH3:70])[CH2:58]1)[C:51]1[CH:56]=[CH:55][CH:54]=[CH:53][CH:52]=1. Product: [CH2:50]([N:57]1[CH2:61][C@H:60]([C:62]2[CH:63]=[CH:64][C:65]([F:68])=[CH:66][CH:67]=2)[C@@H:59]([C@@H:69]([O:27][C:24]2[CH:23]=[CH:22][C:21]([Cl:20])=[CH:26][N:25]=2)[CH3:70])[CH2:58]1)[C:51]1[CH:52]=[CH:53][CH:54]=[CH:55][CH:56]=1. The catalyst class is: 1. (4) Reactant: [Cl:1][C:2]1[CH:7]=[CH:6][C:5]([N:8]2[C:12]([C:13]3[CH:18]=[CH:17][CH:16]=[C:15]([F:19])[CH:14]=3)=[CH:11][C:10]([C:20]([O:22]CC)=[O:21])=[N:9]2)=[CH:4][CH:3]=1.[OH-].[Li+]. Product: [Cl:1][C:2]1[CH:3]=[CH:4][C:5]([N:8]2[C:12]([C:13]3[CH:18]=[CH:17][CH:16]=[C:15]([F:19])[CH:14]=3)=[CH:11][C:10]([C:20]([OH:22])=[O:21])=[N:9]2)=[CH:6][CH:7]=1. The catalyst class is: 38. (5) Reactant: [Si:1]([O:8][C:9]1[CH:14]=[CH:13][C:12]([C:15]2([CH2:21][NH2:22])[CH2:20][CH2:19][O:18][CH2:17][CH2:16]2)=[CH:11][CH:10]=1)([C:4]([CH3:7])([CH3:6])[CH3:5])([CH3:3])[CH3:2].Br[C:24]1[CH:29]=[CH:28][CH:27]=[CH:26][N:25]=1.CC(C)([O-])C.[Na+]. Product: [Si:1]([O:8][C:9]1[CH:14]=[CH:13][C:12]([C:15]2([CH2:21][NH:22][C:24]3[CH:29]=[CH:28][CH:27]=[CH:26][N:25]=3)[CH2:16][CH2:17][O:18][CH2:19][CH2:20]2)=[CH:11][CH:10]=1)([C:4]([CH3:7])([CH3:6])[CH3:5])([CH3:3])[CH3:2]. The catalyst class is: 101.